From a dataset of Reaction yield outcomes from USPTO patents with 853,638 reactions. Predict the reaction yield, written as a fraction of the theoretical maximum amount of product (1.0 means a 100% yield; for example, 0.34 means a 34% yield). The reactants are [OH-].[Na+].C[O:4][C:5](=[O:16])[C:6]1[CH:11]=[CH:10][C:9](CN)=[C:8]([O:14][CH3:15])[CH:7]=1.Cl.CCN(CC)CC.C1C2C(COC(ON3C(=O)CCC3=O)=O)C3C(=CC=CC=3)C=2C=CC=1. The catalyst is CO.CC#N. The product is [CH3:15][O:14][C:8]1[CH:7]=[C:6]([CH:11]=[CH:10][CH:9]=1)[C:5]([OH:16])=[O:4]. The yield is 0.200.